This data is from Full USPTO retrosynthesis dataset with 1.9M reactions from patents (1976-2016). The task is: Predict the reactants needed to synthesize the given product. (1) Given the product [C:11]1([C:8]2[CH:9]=[CH:10][C:11]([OH:14])=[CH:12][CH:13]=2)[CH:12]=[CH:13][CH:8]=[CH:9][CH:10]=1, predict the reactants needed to synthesize it. The reactants are: [O:14]([C:8]1[CH:13]=[CH:12][C:11]([OH:14])=[CH:10][CH:9]=1)[C:11]1[CH:12]=[CH:13][CH:8]=[CH:9][CH:10]=1. (2) The reactants are: C[Al](C)C.[F:5][C:6]([F:10])([F:9])[CH2:7][NH2:8].C[O:12][C:13](=O)[C:14]1[CH:19]=[CH:18][C:17]([O:20][CH2:21][C:22]2[C:23]([C:28]3[CH:33]=[CH:32][CH:31]=[C:30]([F:34])[CH:29]=3)=[N:24][O:25][C:26]=2[CH3:27])=[N:16][CH:15]=1.O. Given the product [F:34][C:30]1[CH:29]=[C:28]([C:23]2[C:22]([CH2:21][O:20][C:17]3[CH:18]=[CH:19][C:14]([C:13]([NH:8][CH2:7][C:6]([F:10])([F:9])[F:5])=[O:12])=[CH:15][N:16]=3)=[C:26]([CH3:27])[O:25][N:24]=2)[CH:33]=[CH:32][CH:31]=1, predict the reactants needed to synthesize it. (3) The reactants are: [O:1]1[C:10]2[C:5](=[CH:6][C:7]([C:11]3[C:16]([CH:17]([OH:22])[C:18]([O:20][CH3:21])=[O:19])=[C:15]([CH3:23])[N:14]=[C:13]4[NH:24][CH:25]=[CH:26][C:12]=34)=[CH:8][CH:9]=2)[CH2:4][CH2:3][CH2:2]1.Cl(O)(=O)(=O)=O. Given the product [C:5]([O:22][CH:17]([C:16]1[C:11]([C:7]2[CH:6]=[C:5]3[C:10](=[CH:9][CH:8]=2)[O:1][CH2:2][CH2:3][CH2:4]3)=[C:12]2[CH:26]=[CH:25][NH:24][C:13]2=[N:14][C:15]=1[CH3:23])[C:18]([O:20][CH3:21])=[O:19])([CH3:10])([CH3:6])[CH3:4], predict the reactants needed to synthesize it. (4) The reactants are: [I:1][C:2]1[CH:3]=[C:4]([C:8](=[O:15])[CH2:9][C:10]([O:12][CH2:13][CH3:14])=[O:11])[CH:5]=[CH:6][CH:7]=1.C([O-])([O-])=O.[K+].[K+].I[CH:23](C)[CH3:24]. Given the product [I:1][C:2]1[CH:3]=[C:4]([CH:5]=[CH:6][CH:7]=1)[C:8]([CH:9]([CH2:23][CH3:24])[C:10]([O:12][CH2:13][CH3:14])=[O:11])=[O:15], predict the reactants needed to synthesize it. (5) Given the product [Br:31][C:23]1[N:12]2[C:11]3[CH:10]=[CH:9][CH:8]=[C:7]([C:1]4[CH:2]=[CH:3][CH:4]=[CH:5][CH:6]=4)[C:20]=3[C:19]3[CH:18]=[CH:17][CH:16]=[CH:15][C:14]=3[C:13]2=[N:21][CH:22]=1, predict the reactants needed to synthesize it. The reactants are: [C:1]1([C:7]2[C:20]3[C:19]4[CH:18]=[CH:17][CH:16]=[CH:15][C:14]=4[C:13]4=[N:21][CH:22]=[CH:23][N:12]4[C:11]=3[CH:10]=[CH:9][CH:8]=2)[CH:6]=[CH:5][CH:4]=[CH:3][CH:2]=1.C1C(=O)N([Br:31])C(=O)C1. (6) Given the product [CH3:3][O:4][C:5](=[O:34])[CH2:6][CH2:7][C@@H:8]1[CH2:13][CH2:12][C@@H:11]([O:14][CH2:15][C:16]2[CH:17]=[CH:18][C:19]([O:22][CH3:23])=[CH:20][CH:21]=2)[CH2:10][N:9]1[S:24]([C:27]1[CH:32]=[CH:31][C:30]([CH3:33])=[CH:29][CH:28]=1)(=[O:26])=[O:25], predict the reactants needed to synthesize it. The reactants are: [BH4-].[Na+].[CH3:3][O:4][C:5](=[O:34])/[CH:6]=[CH:7]/[C@@H:8]1[CH2:13][CH2:12][C@@H:11]([O:14][CH2:15][C:16]2[CH:21]=[CH:20][C:19]([O:22][CH3:23])=[CH:18][CH:17]=2)[CH2:10][N:9]1[S:24]([C:27]1[CH:32]=[CH:31][C:30]([CH3:33])=[CH:29][CH:28]=1)(=[O:26])=[O:25].